Dataset: Reaction yield outcomes from USPTO patents with 853,638 reactions. Task: Predict the reaction yield, written as a fraction of the theoretical maximum amount of product (1.0 means a 100% yield; for example, 0.34 means a 34% yield). The reactants are [NH2:1][C:2]1[N:7]=[CH:6][C:5]([CH:8]2[O:13][CH2:12][CH2:11][N:10]([C:14]([O:16][C:17]([CH3:20])([CH3:19])[CH3:18])=[O:15])[CH2:9]2)=[CH:4][C:3]=1[CH3:21].Br[C:23]1[CH:28]=[CH:27][C:26]([Br:29])=[CH:25][N:24]=1.C(=O)([O-])[O-].[Cs+].[Cs+]. The catalyst is O1CCOCC1. The product is [Br:29][C:26]1[CH:27]=[CH:28][C:23]([NH:1][C:2]2[N:7]=[CH:6][C:5]([CH:8]3[O:13][CH2:12][CH2:11][N:10]([C:14]([O:16][C:17]([CH3:18])([CH3:20])[CH3:19])=[O:15])[CH2:9]3)=[CH:4][C:3]=2[CH3:21])=[N:24][CH:25]=1. The yield is 0.280.